The task is: Predict the product of the given reaction.. This data is from Forward reaction prediction with 1.9M reactions from USPTO patents (1976-2016). (1) Given the reactants CC(C)([O:4][C:5]([N:7]1[CH2:12][CH2:11][CH:10]([CH2:13][C:14]2[C:15]([C:27]3[CH:32]=[CH:31][CH:30]=[CH:29][CH:28]=3)=[N:16][C:17]3[C:22]([C:23]=2[C:24]([OH:26])=[O:25])=[CH:21][CH:20]=[CH:19][CH:18]=3)[CH2:9][CH2:8]1)=[O:6])C, predict the reaction product. The product is: [C:22]1([CH2:23][O:4][C:5]([N:7]2[CH2:12][CH2:11][CH:10]([CH2:13][C:14]3[C:15]([C:27]4[CH:32]=[CH:31][CH:30]=[CH:29][CH:28]=4)=[N:16][C:17]4[C:22]([C:23]=3[C:24]([OH:26])=[O:25])=[CH:21][CH:20]=[CH:19][CH:18]=4)[CH2:9][CH2:8]2)=[O:6])[CH:17]=[CH:18][CH:19]=[CH:20][CH:21]=1. (2) Given the reactants Br[C:2]1[S:6][C:5]([CH2:7][CH3:8])=[C:4]([C:9]([O:11][CH2:12][CH3:13])=[O:10])[CH:3]=1.C([Mg]Br)(C)C.O1CCCC1.[O:24]1[CH2:29][CH2:28][C:27](=O)[CH2:26][CH2:25]1.[Cl-].[NH4+].C([SiH](CC)CC)C, predict the reaction product. The product is: [CH2:7]([C:5]1[S:6][C:2]([CH:27]2[CH2:28][CH2:29][O:24][CH2:25][CH2:26]2)=[CH:3][C:4]=1[C:9]([O:11][CH2:12][CH3:13])=[O:10])[CH3:8]. (3) Given the reactants N[C:2]1[C:6]2=[N:7][CH:8]=[C:9]([Cl:11])[CH:10]=[C:5]2[O:4][C:3]=1C(OCC)=O.Cl.C([O-])(O)=[O:19].[Na+], predict the reaction product. The product is: [Cl:11][C:9]1[CH:10]=[C:5]2[O:4][CH2:3][C:2](=[O:19])[C:6]2=[N:7][CH:8]=1. (4) Given the reactants C(N(C(C)C)CC)(C)C.C1C=CC2N(O)N=NC=2C=1.FC(F)(F)C(O)=O.[Cl:27][CH2:28][CH2:29][CH2:30][C:31](=[CH:35][C:36]1[CH:41]=[CH:40][C:39]([N:42]2[CH:46]=[C:45]([CH3:47])[N:44]=[CH:43]2)=[C:38]([O:48][CH3:49])[CH:37]=1)[C:32]([OH:34])=O.[F:50][C:51]1[CH:56]=[CH:55][C:54]([F:57])=[CH:53][C:52]=1[CH:58]([NH2:60])[CH3:59], predict the reaction product. The product is: [F:50][C:51]1[CH:56]=[CH:55][C:54]([F:57])=[CH:53][C:52]=1[CH:58]([NH:60][C:32](=[O:34])[C:31](=[CH:35][C:36]1[CH:41]=[CH:40][C:39]([N:42]2[CH:46]=[C:45]([CH3:47])[N:44]=[CH:43]2)=[C:38]([O:48][CH3:49])[CH:37]=1)[CH2:30][CH2:29][CH2:28][Cl:27])[CH3:59].